Regression/Classification. Given a drug SMILES string, predict its absorption, distribution, metabolism, or excretion properties. Task type varies by dataset: regression for continuous measurements (e.g., permeability, clearance, half-life) or binary classification for categorical outcomes (e.g., BBB penetration, CYP inhibition). Dataset: cyp1a2_veith. From a dataset of CYP1A2 inhibition data for predicting drug metabolism from PubChem BioAssay. (1) The drug is CC(C)(C)CC(C)(C)c1ccc(OCCOCC[N+](C)(C)Cc2ccccc2)cc1. The result is 0 (non-inhibitor). (2) The result is 0 (non-inhibitor). The drug is COc1ccc(CN[C@H](C)C(=O)O)cc1. (3) The compound is O=C(NCc1cccnc1)[C@H]1[C@@H]2CC[C@@H](O2)[C@@H]1C(=O)O. The result is 0 (non-inhibitor). (4) The compound is O=C(NCCc1ccc(Cl)cc1)c1ncn[nH]1. The result is 1 (inhibitor). (5) The molecule is COC(=O)[C@@]1(Cc2ccc(F)cc2)[C@H]2c3cc(C(=O)N4CCCC4)n(Cc4ccc(OC(F)(F)F)cc4)c3C[C@H]2CN1C(=O)c1ccccc1. The result is 0 (non-inhibitor). (6) The compound is OCCNc1nc(SCc2ccccc2)nc2sc3c(c12)CCC3. The result is 1 (inhibitor).